This data is from Catalyst prediction with 721,799 reactions and 888 catalyst types from USPTO. The task is: Predict which catalyst facilitates the given reaction. (1) Reactant: [F:1][C:2]1[CH:7]=[CH:6][CH:5]=[C:4]([F:8])[C:3]=1[CH2:9][OH:10].[H-].[Na+].Br[C:14]1[CH:19]=[CH:18][CH:17]=[CH:16][N:15]=1. Product: [F:1][C:2]1[CH:7]=[CH:6][CH:5]=[C:4]([F:8])[C:3]=1[CH2:9][O:10][C:14]1[CH:19]=[CH:18][CH:17]=[CH:16][N:15]=1. The catalyst class is: 30. (2) Reactant: [F:1][C:2]1[CH:3]=[C:4]2[C:9](=[CH:10][CH:11]=1)[N:8]=[CH:7][CH:6]=[C:5]2[N:12]1[CH2:17][CH2:16][N:15]([CH:18]([CH2:22][CH2:23][CH3:24])[C:19]([OH:21])=O)[CH2:14][CH2:13]1.C1CN([P+](ON2N=NC3C=CC=CC2=3)(N2CCCC2)N2CCCC2)CC1.F[P-](F)(F)(F)(F)F.CCN(C(C)C)C(C)C.[Cl:67][C:68]1[CH:74]=[CH:73][C:71]([NH2:72])=[CH:70][CH:69]=1. Product: [Cl:67][C:68]1[CH:74]=[CH:73][C:71]([NH:72][C:19](=[O:21])[CH:18]([N:15]2[CH2:14][CH2:13][N:12]([C:5]3[C:4]4[C:9](=[CH:10][CH:11]=[C:2]([F:1])[CH:3]=4)[N:8]=[CH:7][CH:6]=3)[CH2:17][CH2:16]2)[CH2:22][CH2:23][CH3:24])=[CH:70][CH:69]=1. The catalyst class is: 3. (3) Reactant: [C:1]([CH2:3][C:4]1[CH:5]=[C:6]([CH:11]=[CH:12][CH:13]=1)[C:7]([O:9][CH3:10])=[O:8])#[N:2].[BH4-].[Na+].FC(F)(F)C(O)=O.O. Product: [NH2:2][CH2:1][CH2:3][C:4]1[CH:5]=[C:6]([CH:11]=[CH:12][CH:13]=1)[C:7]([O:9][CH3:10])=[O:8]. The catalyst class is: 1. (4) Reactant: [CH3:1][O:2][C:3]1[N:4]=[C:5]2[C:10](=[CH:11][CH:12]=1)[N:9]=[CH:8][CH:7]=[C:6]2[CH:13]=[O:14].[C:15]([O:18][C:19]([CH3:22])([CH3:21])[CH3:20])(=[O:17])[CH3:16]. Product: [C:19]([O:18][C:15](=[O:17])[CH2:16][CH:13]([OH:14])[C:6]1[C:5]2[C:10](=[CH:11][CH:12]=[C:3]([O:2][CH3:1])[N:4]=2)[N:9]=[CH:8][CH:7]=1)([CH3:22])([CH3:21])[CH3:20]. The catalyst class is: 425. (5) Reactant: Cl.[NH2:2][CH2:3][C:4]1[CH:5]=[C:6]2[C:10](=[CH:11][CH:12]=1)[C:9](=[O:13])[N:8]([CH:14]1[CH2:19][CH2:18][C:17](=[O:20])[NH:16][C:15]1=[O:21])[C:7]2=[O:22].[C:23]1([N:29]=[C:30]=[O:31])[CH:28]=[CH:27][CH:26]=[CH:25][CH:24]=1.CCN(C(C)C)C(C)C. Product: [O:21]=[C:15]1[CH:14]([N:8]2[C:7](=[O:22])[C:6]3[C:10](=[CH:11][CH:12]=[C:4]([CH2:3][NH:2][C:30]([NH:29][C:23]4[CH:28]=[CH:27][CH:26]=[CH:25][CH:24]=4)=[O:31])[CH:5]=3)[C:9]2=[O:13])[CH2:19][CH2:18][C:17](=[O:20])[NH:16]1. The catalyst class is: 1. (6) The catalyst class is: 596. Reactant: [OH-].[Na+].[Cl:3][C:4]1[N:9]=[C:8]([N:10]2[CH2:15][CH2:14][O:13][CH2:12][C@H:11]2[CH3:16])[CH:7]=[C:6]([CH2:17][S:18]([CH:21]2[CH2:23][CH2:22]2)(=[O:20])=[O:19])[N:5]=1.Br[CH2:25][CH2:26]Br.CCOC(C)=O. Product: [Cl:3][C:4]1[N:9]=[C:8]([N:10]2[CH2:15][CH2:14][O:13][CH2:12][C@H:11]2[CH3:16])[CH:7]=[C:6]([C:17]2([S:18]([CH:21]3[CH2:23][CH2:22]3)(=[O:20])=[O:19])[CH2:26][CH2:25]2)[N:5]=1. (7) Reactant: [N+:1]([O-:4])([OH:3])=[O:2].[NH2:5][C@H:6]([C:14]([OH:16])=[O:15])[CH2:7][CH2:8][CH2:9][NH:10][C:11](=[NH:13])[NH2:12].[N+:17]([O-:20])([OH:19])=[O:18].[NH2:21][C@H:22]([C:30]([OH:32])=[O:31])[CH2:23][CH2:24][CH2:25][NH:26][C:27](=[NH:29])[NH2:28]. Product: [N+:1]([O-:4])([OH:3])=[O:2].[N+:17]([O-:20])([OH:19])=[O:18].[NH2:5][C@H:6]([C:14]([OH:16])=[O:15])[CH2:7][CH2:8][CH2:9][NH:10][C:11](=[NH:12])[NH2:13].[N+:1]([O-:4])([OH:3])=[O:2].[N+:1]([O-:4])([OH:3])=[O:2].[N+:1]([O-:4])([OH:3])=[O:2].[NH2:21][C@H:22]([C:30]([OH:32])=[O:31])[CH2:23][CH2:24][CH2:25][NH:26][C:27](=[NH:28])[NH2:29]. The catalyst class is: 6.